This data is from Catalyst prediction with 721,799 reactions and 888 catalyst types from USPTO. The task is: Predict which catalyst facilitates the given reaction. (1) Reactant: [Br:1][C:2]1[CH:3]=[C:4]([CH:16]=[C:17]([Br:19])[CH:18]=1)[CH2:5][O:6][CH2:7][C:8]1[O:12][N:11]=[C:10]([C:13]([OH:15])=O)[CH:9]=1.Cl.[O:21]1[CH2:25][CH2:24][CH:23]([CH2:26][NH2:27])[CH2:22]1.C(N(CC)CC)C.ON1C2C=CC=CC=2N=N1.Cl.C(N=C=NCCCN(C)C)C. Product: [O:21]1[CH2:25][CH2:24][CH:23]([CH2:26][NH:27][C:13]([C:10]2[CH:9]=[C:8]([CH2:7][O:6][CH2:5][C:4]3[CH:16]=[C:17]([Br:19])[CH:18]=[C:2]([Br:1])[CH:3]=3)[O:12][N:11]=2)=[O:15])[CH2:22]1. The catalyst class is: 22. (2) Reactant: [CH2:1]([O:8][C:9]([NH:11][C@@H:12]([C@H:17]([O:19][Si:20]([C:23]([CH3:26])([CH3:25])[CH3:24])([CH3:22])[CH3:21])[CH3:18])[C:13]([O:15]C)=[O:14])=[O:10])[C:2]1[CH:7]=[CH:6][CH:5]=[CH:4][CH:3]=1.O[Li].O. Product: [CH2:1]([O:8][C:9]([NH:11][C@H:12]([C:13]([OH:15])=[O:14])[C@@H:17]([CH3:18])[O:19][Si:20]([C:23]([CH3:25])([CH3:24])[CH3:26])([CH3:21])[CH3:22])=[O:10])[C:2]1[CH:3]=[CH:4][CH:5]=[CH:6][CH:7]=1. The catalyst class is: 20. (3) Reactant: [CH2:1]([C:5]1([CH2:35][CH2:36][CH2:37][CH3:38])[NH:11][CH:10]([C:12]2[CH:17]=[CH:16][CH:15]=[CH:14][CH:13]=2)[C:9]2[CH:18]=[C:19]([O:31][CH3:32])[C:20]([CH2:22][P:23](=[O:30])([O:27]CC)[O:24]CC)=[CH:21][C:8]=2[S:7](=[O:34])(=[O:33])[CH2:6]1)[CH2:2][CH2:3][CH3:4].C[Si](Br)(C)C. Product: [CH2:1]([C:5]1([CH2:35][CH2:36][CH2:37][CH3:38])[NH:11][CH:10]([C:12]2[CH:13]=[CH:14][CH:15]=[CH:16][CH:17]=2)[C:9]2[CH:18]=[C:19]([O:31][CH3:32])[C:20]([CH2:22][P:23](=[O:24])([OH:27])[OH:30])=[CH:21][C:8]=2[S:7](=[O:34])(=[O:33])[CH2:6]1)[CH2:2][CH2:3][CH3:4]. The catalyst class is: 2. (4) Reactant: [Br:1][C:2]1[C:3]2[N:4]([N:14]=[CH:15][N:16]=2)[C:5]([N:8]2[CH2:13][CH2:12][NH:11][CH2:10][CH2:9]2)=[N:6][CH:7]=1.[C:17](O[C:17]([O:19][C:20]([CH3:23])([CH3:22])[CH3:21])=[O:18])([O:19][C:20]([CH3:23])([CH3:22])[CH3:21])=[O:18].C(N(CC)CC)C.C(Cl)Cl. Product: [Br:1][C:2]1[C:3]2[N:4]([N:14]=[CH:15][N:16]=2)[C:5]([N:8]2[CH2:9][CH2:10][N:11]([C:17]([O:19][C:20]([CH3:23])([CH3:22])[CH3:21])=[O:18])[CH2:12][CH2:13]2)=[N:6][CH:7]=1. The catalyst class is: 6. (5) Reactant: [C:1]([C:5]1[CH:6]=[C:7]([C:19]2[N:23]([CH2:24][CH:25]3[CH2:30][CH2:29][CH2:28][CH2:27][CH2:26]3)[C:22]([CH3:31])=[C:21]([S:32]([NH:35][CH2:36][C:37]([CH3:43])([CH3:42])[C:38]([O:40]C)=[O:39])(=[O:34])=[O:33])[CH:20]=2)[CH:8]=[CH:9][C:10]=1[S:11](=[O:18])(=[O:17])[NH:12][C:13]([CH3:16])([CH3:15])[CH3:14])([CH3:4])([CH3:3])[CH3:2].[OH-].[Na+]. Product: [C:1]([C:5]1[CH:6]=[C:7]([C:19]2[N:23]([CH2:24][CH:25]3[CH2:30][CH2:29][CH2:28][CH2:27][CH2:26]3)[C:22]([CH3:31])=[C:21]([S:32]([NH:35][CH2:36][C:37]([CH3:43])([CH3:42])[C:38]([OH:40])=[O:39])(=[O:34])=[O:33])[CH:20]=2)[CH:8]=[CH:9][C:10]=1[S:11](=[O:18])(=[O:17])[NH:12][C:13]([CH3:15])([CH3:16])[CH3:14])([CH3:2])([CH3:3])[CH3:4]. The catalyst class is: 5. (6) Reactant: [Si:1]([O:18][CH2:19][CH2:20][CH:21]([C:23]1[CH:28]=[CH:27][C:26]([N+:29]([O-:31])=[O:30])=[CH:25][CH:24]=1)O)([C:14]([CH3:17])([CH3:16])[CH3:15])([C:8]1[CH:13]=[CH:12][CH:11]=[CH:10][CH:9]=1)[C:2]1[CH:7]=[CH:6][CH:5]=[CH:4][CH:3]=1.C1(P(C2C=CC=CC=2)C2C=CC=CC=2)C=CC=CC=1.N(C(OCC)=O)=NC(OCC)=O.[NH:63]=[N+:64]=[N-:65]. Product: [Si:1]([O:18][CH2:19][CH2:20][CH:21]([N:63]=[N+:64]=[N-:65])[C:23]1[CH:24]=[CH:25][C:26]([N+:29]([O-:31])=[O:30])=[CH:27][CH:28]=1)([C:14]([CH3:16])([CH3:17])[CH3:15])([C:2]1[CH:3]=[CH:4][CH:5]=[CH:6][CH:7]=1)[C:8]1[CH:13]=[CH:12][CH:11]=[CH:10][CH:9]=1. The catalyst class is: 1. (7) Reactant: CS([O:5][CH2:6][C:7]1[C:8]([C:16]2[CH:21]=[CH:20][C:19]([CH2:22][CH3:23])=[CH:18][CH:17]=2)=[N:9][S:10][C:11]=1[C:12]([F:15])([F:14])[F:13])(=O)=O.[F:24][C:25]1[CH:26]=[C:27]([CH2:33][CH2:34][C:35]([O:37][C:38]([CH3:41])([CH3:40])[CH3:39])=[O:36])[CH:28]=[C:29]([F:32])[C:30]=1O.C(=O)([O-])[O-].[K+].[K+]. Product: [CH2:22]([C:19]1[CH:20]=[CH:21][C:16]([C:8]2[C:7]([CH2:6][O:5][C:30]3[C:29]([F:32])=[CH:28][C:27]([CH2:33][CH2:34][C:35]([O:37][C:38]([CH3:40])([CH3:39])[CH3:41])=[O:36])=[CH:26][C:25]=3[F:24])=[C:11]([C:12]([F:15])([F:14])[F:13])[S:10][N:9]=2)=[CH:17][CH:18]=1)[CH3:23]. The catalyst class is: 9. (8) Reactant: [Br-].[CH:2]1([CH2:5][P+](C2C=CC=CC=2)(C2C=CC=CC=2)C2C=CC=CC=2)[CH2:4][CH2:3]1.C([Li])CCC.[CH:30]([C@@H:32]1[CH2:37][N:36]([CH2:38][C:39]2[CH:44]=[CH:43][CH:42]=[CH:41][CH:40]=2)[CH2:35][CH2:34][N:33]1[C:45]([O:47][C:48]([CH3:51])([CH3:50])[CH3:49])=[O:46])=O.[Cl-].[NH4+]. Product: [CH:2]1(/[CH:5]=[CH:30]/[C@@H:32]2[CH2:37][N:36]([CH2:38][C:39]3[CH:44]=[CH:43][CH:42]=[CH:41][CH:40]=3)[CH2:35][CH2:34][N:33]2[C:45]([O:47][C:48]([CH3:51])([CH3:50])[CH3:49])=[O:46])[CH2:4][CH2:3]1. The catalyst class is: 1. (9) Reactant: [S:1]([O-:6])(O[O-])(=O)=[O:2].[K+].[K+].CS[C:11]1[CH:16]=[CH:15][CH:14]=[CH:13][C:12]=1/[C:17](/[CH2:47][CH3:48])=[C:18](\[C:34]1[CH:39]=[CH:38][C:37](/[CH:40]=[CH:41]/[C:42]([O:44][CH2:45][CH3:46])=[O:43])=[CH:36][CH:35]=1)/[C:19]1[CH:20]=[C:21]2[C:25](=[CH:26][CH:27]=1)[N:24]([CH:28]1[CH2:33][CH2:32][CH2:31][CH2:30][O:29]1)[N:23]=[CH:22]2.[CH2:49](Cl)Cl.O. Product: [CH3:49][S:1]([C:11]1[CH:16]=[CH:15][CH:14]=[CH:13][C:12]=1/[C:17](/[CH2:47][CH3:48])=[C:18](\[C:34]1[CH:35]=[CH:36][C:37](/[CH:40]=[CH:41]/[C:42]([O:44][CH2:45][CH3:46])=[O:43])=[CH:38][CH:39]=1)/[C:19]1[CH:20]=[C:21]2[C:25](=[CH:26][CH:27]=1)[N:24]([CH:28]1[CH2:33][CH2:32][CH2:31][CH2:30][O:29]1)[N:23]=[CH:22]2)(=[O:6])=[O:2]. The catalyst class is: 24.